This data is from Reaction yield outcomes from USPTO patents with 853,638 reactions. The task is: Predict the reaction yield, written as a fraction of the theoretical maximum amount of product (1.0 means a 100% yield; for example, 0.34 means a 34% yield). (1) The reactants are [Br:1][C:2]1[CH:8]=[CH:7][C:5]([NH2:6])=[C:4]([F:9])[C:3]=1[F:10].ClC(Cl)(Cl)C[O:14][C:15](=O)[NH:16][C:17]1[CH:22]=[CH:21][C:20]([C:23](=[O:27])[N:24]([CH3:26])[CH3:25])=[CH:19][CH:18]=1.C1(C)C=CC=CC=1. The catalyst is C(OCC)(=O)C. The product is [Br:1][C:2]1[CH:8]=[CH:7][C:5]([NH:6][C:15](=[O:14])[NH:16][C:17]2[CH:22]=[CH:21][C:20]([C:23]([N:24]([CH3:26])[CH3:25])=[O:27])=[CH:19][CH:18]=2)=[C:4]([F:9])[C:3]=1[F:10]. The yield is 0.360. (2) The reactants are [F:1][C:2]1[CH:22]=[CH:21][C:20]([F:23])=[CH:19][C:3]=1[CH2:4][N:5]1[C:10](=[O:11])[C:9]([CH3:13])([CH3:12])[NH:8][C:7]2[N:14]=[CH:15][C:16](I)=[CH:17][C:6]1=2.[CH3:24][N:25]1[CH2:30][CH2:29][N:28]([C:31]([C:33]2[CH:38]=[CH:37][C:36](B3OC(C)(C)C(C)(C)O3)=[CH:35][CH:34]=2)=[O:32])[CH2:27][CH2:26]1. No catalyst specified. The product is [F:1][C:2]1[CH:22]=[CH:21][C:20]([F:23])=[CH:19][C:3]=1[CH2:4][N:5]1[C:10](=[O:11])[C:9]([CH3:13])([CH3:12])[NH:8][C:7]2[N:14]=[CH:15][C:16]([C:36]3[CH:35]=[CH:34][C:33]([C:31]([N:28]4[CH2:29][CH2:30][N:25]([CH3:24])[CH2:26][CH2:27]4)=[O:32])=[CH:38][CH:37]=3)=[CH:17][C:6]1=2. The yield is 0.550. (3) The reactants are FC(F)(F)S(O[C:7]1[C@@:11]2([CH3:29])[CH2:12][CH2:13][C@H:14]3[C@H:23]([C@@H:10]2[CH2:9][CH:8]=1)[CH2:22][CH:21]=[C:20]1[C@:15]3([CH3:28])[CH2:16][CH2:17][C:18](=[O:27])[N:19]1[CH:24]1[CH2:26][CH2:25]1)(=O)=O.C([Sn](CCCC)(CCCC)[C:37]1[CH:42]=[N:41][CH:40]=[CH:39][N:38]=1)CCC. The catalyst is CN(C=O)C.C1C=CC([P]([Pd]([P](C2C=CC=CC=2)(C2C=CC=CC=2)C2C=CC=CC=2)([P](C2C=CC=CC=2)(C2C=CC=CC=2)C2C=CC=CC=2)[P](C2C=CC=CC=2)(C2C=CC=CC=2)C2C=CC=CC=2)(C2C=CC=CC=2)C2C=CC=CC=2)=CC=1. The product is [CH:24]1([N:19]2[C:20]3[C@@:15]([CH3:28])([C@H:14]4[CH2:13][CH2:12][C@@:11]5([CH3:29])[C@@H:10]([CH2:9][CH:8]=[C:7]5[C:37]5[CH:42]=[N:41][CH:40]=[CH:39][N:38]=5)[C@@H:23]4[CH2:22][CH:21]=3)[CH2:16][CH2:17][C:18]2=[O:27])[CH2:26][CH2:25]1. The yield is 0.0600. (4) The reactants are [CH:1]([C:3]1[NH:4][C:5]([CH3:11])=[CH:6][C:7]=1[C:8]([OH:10])=O)=[O:2].[CH3:12][N:13]([CH3:19])[C@@H:14]1[CH2:18][CH2:17][NH:16][CH2:15]1. No catalyst specified. The product is [CH3:12][N:13]([CH3:19])[C@@H:14]1[CH2:18][CH2:17][N:16]([C:8]([C:7]2[CH:6]=[C:5]([CH3:11])[NH:4][C:3]=2[CH:1]=[O:2])=[O:10])[CH2:15]1. The yield is 0.690. (5) The catalyst is [NH4+].[Cl-]. The yield is 0.210. The reactants are [CH2:1]([N:3](S(C1C=CC([N+]([O-])=O)=CC=1)(=O)=O)[CH2:4][C@@H:5]([NH:12][C:13]1[C:22]2[C:17](=[C:18]([C:23]([NH2:25])=[O:24])[CH:19]=[CH:20][CH:21]=2)[N:16]=[CH:15][N:14]=1)[C:6]1[CH:11]=[CH:10][CH:9]=[CH:8][CH:7]=1)[CH3:2].C(#N)C.C(=O)([O-])[O-].[Cs+].[Cs+].C1(S)C=CC=CC=1. The product is [CH2:1]([NH:3][CH2:4][C@@H:5]([NH:12][C:13]1[C:22]2[C:17](=[C:18]([C:23]([NH2:25])=[O:24])[CH:19]=[CH:20][CH:21]=2)[N:16]=[CH:15][N:14]=1)[C:6]1[CH:7]=[CH:8][CH:9]=[CH:10][CH:11]=1)[CH3:2]. (6) The reactants are [CH:1]1([C:6]([C:12]2[CH:17]=[CH:16][CH:15]=[CH:14][CH:13]=2)([OH:11])[C:7]([O:9][CH3:10])=[O:8])[CH2:5][CH2:4][CH2:3][CH2:2]1.[CH3:18][N:19]1[CH2:23]C[CH:21](O)[CH2:20]1.CCOC(C)=O.CCO. The catalyst is CCCCCCC. The product is [CH:1]1([C:6]([C:12]2[CH:17]=[CH:16][CH:15]=[CH:14][CH:13]=2)([OH:11])[C:7]([O:9][CH:10]2[CH2:21][CH2:20][N:19]([CH3:23])[CH2:18]2)=[O:8])[CH2:5][CH2:4][CH2:3][CH2:2]1. The yield is 0.720.